This data is from Reaction yield outcomes from USPTO patents with 853,638 reactions. The task is: Predict the reaction yield, written as a fraction of the theoretical maximum amount of product (1.0 means a 100% yield; for example, 0.34 means a 34% yield). (1) The reactants are [Br:1][C:2]1[CH:3]=[C:4]2[C:15](=[CH:16][CH:17]=1)[O:14][C:7]1[C:8]([F:13])=[N:9][C:10]([Cl:12])=[CH:11][C:6]=1[C:5]2([CH2:25][C:26](OC(C)(C)C)=[O:27])[NH:18][S:19]([C:21]([CH3:24])([CH3:23])[CH3:22])=[O:20].[H-].C([Al+]CC(C)C)C(C)C. The catalyst is C1COCC1. The product is [Br:1][C:2]1[CH:3]=[C:4]2[C:15](=[CH:16][CH:17]=1)[O:14][C:7]1[C:8]([F:13])=[N:9][C:10]([Cl:12])=[CH:11][C:6]=1[C:5]2([NH:18][S:19]([C:21]([CH3:24])([CH3:23])[CH3:22])=[O:20])[CH2:25][CH2:26][OH:27]. The yield is 0.890. (2) The reactants are [NH2:1][C:2]1[C:3]([C:20]2[O:24][C:23]([C:25]3[CH:30]=[CH:29][C:28]([CH2:31][N:32]([CH3:40])C(=O)OC(C)(C)C)=[CH:27][C:26]=3Cl)=[N:22][N:21]=2)=[N:4][C:5]([C:8]2[CH:13]=[CH:12][C:11]([S:14]([CH:17]([CH3:19])[CH3:18])(=[O:16])=[O:15])=[CH:10][CH:9]=2)=[CH:6][N:7]=1.C1(C=CC(=[O:59])C=CC2C=CC=CC=2)C=CC=CC=1.C(P(C(C)(C)C)C1C=CC=CC=1C1C(C(C)C)=CC(C(C)C)=CC=1C(C)C)(C)(C)C.[OH-].[K+].C(O)(C(F)(F)F)=O. The catalyst is O1CCOCC1.[Pd]. The product is [NH2:1][C:2]1[C:3]([C:20]2[O:24][C:23]([C:25]3[CH:30]=[CH:29][C:28]([CH2:31][NH:32][CH3:40])=[CH:27][C:26]=3[OH:59])=[N:22][N:21]=2)=[N:4][C:5]([C:8]2[CH:13]=[CH:12][C:11]([S:14]([CH:17]([CH3:19])[CH3:18])(=[O:16])=[O:15])=[CH:10][CH:9]=2)=[CH:6][N:7]=1. The yield is 0.180. (3) The reactants are [C:1]([NH:5][C:6](=[O:11])[C:7](C)(C)[CH3:8])([CH3:4])([CH3:3])[CH3:2].C(N)(C)(C)C.C(N(CC)CC)C.C(Cl)(=O)CC. No catalyst specified. The product is [C:1]([NH:5][C:6](=[O:11])[CH2:7][CH3:8])([CH3:4])([CH3:3])[CH3:2]. The yield is 0.950. (4) The reactants are [CH3:1][C:2]([O:5][C:6]([NH:8][C@H:9]([C:18]([OH:20])=O)[CH2:10][CH2:11][C:12]1[CH:17]=[CH:16][CH:15]=[CH:14][CH:13]=1)=[O:7])([CH3:4])[CH3:3].C[Si](C=[N+]=[N-])(C)C.[NH2:28][OH:29].Cl.[OH-].[K+].Cl. The catalyst is CCOCC.CO.C(Cl)Cl.CO. The product is [OH:29][NH:28][C:18]([C@@H:9]([NH:8][C:6]([O:5][C:2]([CH3:4])([CH3:3])[CH3:1])=[O:7])[CH2:10][CH2:11][C:12]1[CH:17]=[CH:16][CH:15]=[CH:14][CH:13]=1)=[O:20]. The yield is 0.499. (5) The yield is 1.00. No catalyst specified. The reactants are [I-].[Li+].[C:3]([O:6][CH2:7][CH2:8][CH2:9][CH2:10][C:11]#[C:12][CH2:13][O:14][C:15]1[CH:20]=[CH:19][C:18]([S:21]([N:24]2[CH2:29][CH2:28][S:27][C:26]([CH3:31])([CH3:30])[C@@H:25]2[C:32]([O:34]C(C)(C)C)=[O:33])(=[O:23])=[O:22])=[CH:17][CH:16]=1)(=[O:5])[CH3:4]. The product is [C:3]([O:6][CH2:7][CH2:8][CH2:9][CH2:10][C:11]#[C:12][CH2:13][O:14][C:15]1[CH:16]=[CH:17][C:18]([S:21]([N:24]2[CH2:29][CH2:28][S:27][C:26]([CH3:30])([CH3:31])[C@@H:25]2[C:32]([OH:34])=[O:33])(=[O:22])=[O:23])=[CH:19][CH:20]=1)(=[O:5])[CH3:4].